From a dataset of Forward reaction prediction with 1.9M reactions from USPTO patents (1976-2016). Predict the product of the given reaction. (1) Given the reactants C1C=CC2N(O)N=NC=2C=1.[C:11]([OH:19])(=O)[C:12]1[CH:17]=[CH:16][CH:15]=[CH:14][CH:13]=1.C(Cl)CCl.Cl.[NH2:25][CH:26]([CH2:42][CH2:43][CH3:44])[C:27]([N:29]1[CH2:34][CH2:33][CH:32]([C:35]2[CH:40]=[CH:39][C:38]([Cl:41])=[CH:37][CH:36]=2)[CH2:31][CH2:30]1)=[O:28], predict the reaction product. The product is: [Cl:41][C:38]1[CH:39]=[CH:40][C:35]([CH:32]2[CH2:31][CH2:30][N:29]([C:27](=[O:28])[CH:26]([NH:25][C:11](=[O:19])[C:12]3[CH:13]=[CH:14][CH:15]=[CH:16][CH:17]=3)[CH2:42][CH2:43][CH3:44])[CH2:34][CH2:33]2)=[CH:36][CH:37]=1. (2) Given the reactants [OH-].[Li+].C[O:4][C:5]([C:7]1([C:13]2[CH:18]=[CH:17][CH:16]=[C:15]([Br:19])[CH:14]=2)[CH2:12][CH2:11][O:10][CH2:9][CH2:8]1)=[O:6], predict the reaction product. The product is: [Br:19][C:15]1[CH:14]=[C:13]([C:7]2([C:5]([OH:6])=[O:4])[CH2:12][CH2:11][O:10][CH2:9][CH2:8]2)[CH:18]=[CH:17][CH:16]=1. (3) Given the reactants [CH3:1][CH:2]([CH3:30])[C:3]([NH:5][C:6]1[CH:11]=[CH:10][CH:9]=[C:8]([CH:12]2[CH2:17][CH2:16][N:15]([CH2:18][CH2:19][CH2:20][CH2:21][C:22](=O)[C:23]3[CH:28]=[CH:27][CH:26]=[CH:25][CH:24]=3)[CH2:14][CH2:13]2)[CH:7]=1)=[O:4].Cl.[C:32]1([NH:42]N)[C:41]2[C:36](=[CH:37][CH:38]=[CH:39][CH:40]=2)[CH:35]=[CH:34][CH:33]=1, predict the reaction product. The product is: [CH3:1][CH:2]([CH3:30])[C:3]([NH:5][C:6]1[CH:11]=[CH:10][CH:9]=[C:8]([CH:12]2[CH2:17][CH2:16][N:15]([CH2:18][CH2:19][CH2:20][C:21]3[C:33]4[C:32](=[C:41]5[CH:40]=[CH:39][CH:38]=[CH:37][C:36]5=[CH:35][CH:34]=4)[NH:42][C:22]=3[C:23]3[CH:28]=[CH:27][CH:26]=[CH:25][CH:24]=3)[CH2:14][CH2:13]2)[CH:7]=1)=[O:4]. (4) Given the reactants [H-].[Li+].[O:3]=[C:4]1[CH2:12][C:11]2[C:6](=[CH:7][CH:8]=[C:9]([C:13]#[N:14])[CH:10]=2)[NH:5]1.Cl[C:16]1[N:21]=[CH:20][C:19]([C:22]([O:24][CH2:25][CH3:26])=[O:23])=[CH:18][CH:17]=1.[NH4+].[Cl-], predict the reaction product. The product is: [C:13]([C:9]1[CH:10]=[C:11]2[C:6](=[CH:7][CH:8]=1)[NH:5][C:4]([OH:3])=[C:12]2[C:16]1[N:21]=[CH:20][C:19]([C:22]([O:24][CH2:25][CH3:26])=[O:23])=[CH:18][CH:17]=1)#[N:14]. (5) Given the reactants [NH2:1][C:2]1[N:7]=[C:6]([NH:8][C:9]2[CH:24]=[CH:23][C:12]([O:13][C:14]3[CH:19]=[CH:18][N:17]=[C:16]([C:20]([OH:22])=O)[CH:15]=3)=[CH:11][CH:10]=2)[CH:5]=[C:4]([C:25]2[CH:30]=[CH:29][CH:28]=[CH:27][CH:26]=2)[N:3]=1.[CH3:31][N:32]1[CH2:37][CH2:36][NH:35][CH2:34][CH2:33]1, predict the reaction product. The product is: [CH3:31][N:32]1[CH2:37][CH2:36][N:35]([C:20]([C:16]2[CH:15]=[C:14]([O:13][C:12]3[CH:11]=[CH:10][C:9]([NH:8][C:6]4[CH:5]=[C:4]([C:25]5[CH:26]=[CH:27][CH:28]=[CH:29][CH:30]=5)[N:3]=[C:2]([NH2:1])[N:7]=4)=[CH:24][CH:23]=3)[CH:19]=[CH:18][N:17]=2)=[O:22])[CH2:34][CH2:33]1. (6) Given the reactants Cl[C:2]1[N:7]=[C:6]([N:8]2[CH2:13][CH2:12][O:11][CH2:10][C@@H:9]2[CH3:14])[CH:5]=[C:4]([C:15]2([S:20]([CH3:23])(=[O:22])=[O:21])[CH2:19][CH2:18][CH2:17][CH2:16]2)[N:3]=1.[NH:24]1[C:32]2[C:27](=[C:28](B(O)O)[CH:29]=[CH:30][CH:31]=2)[CH:26]=[CH:25]1.COCCOC.O.CCO, predict the reaction product. The product is: [CH3:14][C@H:9]1[CH2:10][O:11][CH2:12][CH2:13][N:8]1[C:6]1[CH:5]=[C:4]([C:15]2([S:20]([CH3:23])(=[O:22])=[O:21])[CH2:19][CH2:18][CH2:17][CH2:16]2)[N:3]=[C:2]([C:28]2[CH:29]=[CH:30][CH:31]=[C:32]3[C:27]=2[CH:26]=[CH:25][NH:24]3)[N:7]=1.